This data is from Experimentally validated miRNA-target interactions with 360,000+ pairs, plus equal number of negative samples. The task is: Binary Classification. Given a miRNA mature sequence and a target amino acid sequence, predict their likelihood of interaction. Result: 0 (no interaction). The miRNA is hsa-miR-7111-5p with sequence UGGGGGAGGAAGGACAGGCCAU. The protein sequence of the target gene is MQGPPLLTAAHLLCVCTAALAVAPGPRFLVTAPGIIRPGGNVTIGVELLEHCPSQVTVKAELLKTASNLTVSVLEAEGVFEKGSFKTLTLPSLPLNSADEIYELRVTGRTQDEILFSNSTRLSFETKRISVFIQTDKALYKPKQEVKFRIVTLFSDFKPYKTSLNILIKDPKSNLIQQWLSQQSDLGVISKTFQLSSHPILGDWSIQVQVNDQTYYQSFQVSEYVLPKFEVTLQTPLYCSMNSKHLNGTITAKYTYGKPVKGDVTLTFLPLSFWGKKKNITKTFKINGSANFSFNDEEMK....